This data is from Reaction yield outcomes from USPTO patents with 853,638 reactions. The task is: Predict the reaction yield, written as a fraction of the theoretical maximum amount of product (1.0 means a 100% yield; for example, 0.34 means a 34% yield). (1) The reactants are [Br:1][C:2]1[CH:7]=[CH:6][C:5]([N+:8]([O-:10])=[O:9])=[C:4](F)[CH:3]=1.[CH3:12][NH2:13]. The catalyst is C(O)C. The product is [Br:1][C:2]1[CH:7]=[CH:6][C:5]([N+:8]([O-:10])=[O:9])=[C:4]([CH:3]=1)[NH:13][CH3:12]. The yield is 0.857. (2) The reactants are [Cl:1][C:2]1[CH:7]=[CH:6][C:5]([C:8](=[O:25])[CH2:9][N:10]2[CH:14]=[C:13]([C:15](=[O:20])C(Cl)(Cl)Cl)[CH:12]=[C:11]2[C:21]([O:23][CH3:24])=[O:22])=[CH:4][CH:3]=1.[CH3:26][NH:27][CH3:28].[Cl-].[NH4+]. The catalyst is C1COCC1. The product is [Cl:1][C:2]1[CH:7]=[CH:6][C:5]([C:8](=[O:25])[CH2:9][N:10]2[CH:14]=[C:13]([C:15](=[O:20])[N:27]([CH3:28])[CH3:26])[CH:12]=[C:11]2[C:21]([O:23][CH3:24])=[O:22])=[CH:4][CH:3]=1. The yield is 0.560. (3) The reactants are Br[C:2]1[CH:3]=[C:4]2[C:10]([C:11]3[CH:16]=[CH:15][CH:14]=[CH:13][C:12]=3[F:17])=[N:9][N:8]([CH:18]3[CH2:23][CH2:22][CH2:21][CH2:20][O:19]3)[C:5]2=[CH:6][N:7]=1.[O:24]1[CH2:29][CH2:28][CH2:27][CH2:26][CH:25]1[N:30]1[C:34](B2OC(C)(C)C(C)(C)O2)=[CH:33][N:32]=[CH:31]1.[F-].[Cs+].CN(C=O)C. The catalyst is C1C=CC([P]([Pd]([P](C2C=CC=CC=2)(C2C=CC=CC=2)C2C=CC=CC=2)([P](C2C=CC=CC=2)(C2C=CC=CC=2)C2C=CC=CC=2)[P](C2C=CC=CC=2)(C2C=CC=CC=2)C2C=CC=CC=2)(C2C=CC=CC=2)C2C=CC=CC=2)=CC=1.[Cu]I.O. The product is [F:17][C:12]1[CH:13]=[CH:14][CH:15]=[CH:16][C:11]=1[C:10]1[C:4]2[C:5](=[CH:6][N:7]=[C:2]([C:34]3[N:30]([CH:25]4[CH2:26][CH2:27][CH2:28][CH2:29][O:24]4)[CH:31]=[N:32][CH:33]=3)[CH:3]=2)[N:8]([CH:18]2[CH2:23][CH2:22][CH2:21][CH2:20][O:19]2)[N:9]=1. The yield is 0.840. (4) The reactants are [NH2:1][C:2]1[C:3]2[C:10]([C:11]3[CH:16]=[CH:15][C:14]([O:17][C:18]4[CH:23]=[CH:22][CH:21]=[CH:20][CH:19]=4)=[CH:13][CH:12]=3)=[CH:9][N:8]([C@@H:24]3[CH2:29][CH2:28][CH2:27][N:26](C(OC(C)(C)C)=O)[CH2:25]3)[C:4]=2[N:5]=[CH:6][N:7]=1.C(O)(C(F)(F)F)=O. The catalyst is C(Cl)Cl. The product is [O:17]([C:14]1[CH:13]=[CH:12][C:11]([C:10]2[C:3]3[C:2]([NH2:1])=[N:7][CH:6]=[N:5][C:4]=3[N:8]([C@@H:24]3[CH2:29][CH2:28][CH2:27][NH:26][CH2:25]3)[CH:9]=2)=[CH:16][CH:15]=1)[C:18]1[CH:23]=[CH:22][CH:21]=[CH:20][CH:19]=1. The yield is 0.830. (5) The reactants are [N:1]1[CH:6]=[CH:5][CH:4]=[CH:3][C:2]=1[CH2:7][N:8]1[C:16]2[C:11](=[CH:12][C:13]([NH:17][C:18]3[C:27]4[C:22](=[CH:23][CH:24]=[CH:25][C:26]=4[O:28][C@H:29]([CH3:34])[C:30]([O:32]C)=O)[N:21]=[CH:20][N:19]=3)=[CH:14][CH:15]=2)[CH:10]=[N:9]1.[NH:35]1[CH2:39][CH2:38][CH2:37][CH2:36]1. No catalyst specified. The product is [CH3:34][C@@H:29]([O:28][C:26]1[CH:25]=[CH:24][CH:23]=[C:22]2[C:27]=1[C:18]([NH:17][C:13]1[CH:12]=[C:11]3[C:16](=[CH:15][CH:14]=1)[N:8]([CH2:7][C:2]1[CH:3]=[CH:4][CH:5]=[CH:6][N:1]=1)[N:9]=[CH:10]3)=[N:19][CH:20]=[N:21]2)[C:30](=[O:32])[N:35]1[CH2:39][CH2:38][CH2:37][CH2:36]1. The yield is 0.700. (6) The reactants are CS(O[CH2:6][CH2:7][C:8]([CH3:24])([N:10]1[CH:14]=[C:13]([C:15]2[C:16]3[CH:23]=[CH:22][NH:21][C:17]=3[N:18]=[CH:19][N:20]=2)[CH:12]=[N:11]1)[CH3:9])(=O)=O.[CH3:25][N:26](C=O)C.[C-]#N.[Na+]. The catalyst is O. The product is [CH3:9][C:8]([N:10]1[CH:14]=[C:13]([C:15]2[C:16]3[CH:23]=[CH:22][NH:21][C:17]=3[N:18]=[CH:19][N:20]=2)[CH:12]=[N:11]1)([CH3:24])[CH2:7][CH2:6][C:25]#[N:26]. The yield is 0.590. (7) The reactants are [CH3:1][C:2]1([N:14]2[CH2:19][CH2:18][CH:17]([N:20]3[C:24]4[CH:25]=[CH:26][C:27]([CH3:29])=[CH:28][C:23]=4[NH:22][C:21]3=[O:30])[CH2:16][CH2:15]2)[CH2:6][CH2:5][N:4]([C:7]([O:9][C:10](C)([CH3:12])[CH3:11])=[O:8])[CH2:3]1.Cl.O1CCOCC1.C([O-])([O-])=O.[K+].[K+].C(Cl)(=O)OC(C)C.C1(C)C=CC=CC=1.[OH-].[Na+]. The catalyst is CO.ClCCl. The product is [CH3:1][C:2]1([N:14]2[CH2:19][CH2:18][CH:17]([N:20]3[C:24]4[CH:25]=[CH:26][C:27]([CH3:29])=[CH:28][C:23]=4[NH:22][C:21]3=[O:30])[CH2:16][CH2:15]2)[CH2:6][CH2:5][N:4]([C:7]([O:9][CH:10]([CH3:12])[CH3:11])=[O:8])[CH2:3]1. The yield is 0.930. (8) The reactants are N([O-])=O.[Na+].[Br:5][C:6]1[C:14]2[S:13][CH:12]=[N:11][C:10]=2[CH:9]=[CH:8][C:7]=1N.[PH2](O)=O.C(=O)([O-])[O-].[Na+].[Na+]. The catalyst is S(=O)(=O)(O)O. The product is [Br:5][C:6]1[C:14]2[S:13][CH:12]=[N:11][C:10]=2[CH:9]=[CH:8][CH:7]=1. The yield is 0.750.